This data is from Catalyst prediction with 721,799 reactions and 888 catalyst types from USPTO. The task is: Predict which catalyst facilitates the given reaction. (1) Reactant: [C:1]([O:5][C:6]([N:8]1[CH:13]([CH2:14][CH3:15])[CH2:12][CH:11]([NH:16][C:17]2[O:18][CH:19]=[C:20]([C:22]([O:24][CH2:25][CH3:26])=[O:23])[N:21]=2)[CH2:10][CH:9]1[CH2:27][C:28]1[CH:33]=[CH:32][CH:31]=[CH:30][CH:29]=1)=[O:7])([CH3:4])([CH3:3])[CH3:2].[H-].[Na+].Br[CH2:37][C:38]1[CH:43]=[C:42]([C:44]([F:47])([F:46])[F:45])[CH:41]=[C:40]([Cl:48])[CH:39]=1.O. Product: [C:1]([O:5][C:6]([N:8]1[CH:13]([CH2:14][CH3:15])[CH2:12][CH:11]([N:16]([CH2:37][C:38]2[CH:43]=[C:42]([C:44]([F:45])([F:46])[F:47])[CH:41]=[C:40]([Cl:48])[CH:39]=2)[C:17]2[O:18][CH:19]=[C:20]([C:22]([O:24][CH2:25][CH3:26])=[O:23])[N:21]=2)[CH2:10][CH:9]1[CH2:27][C:28]1[CH:33]=[CH:32][CH:31]=[CH:30][CH:29]=1)=[O:7])([CH3:3])([CH3:4])[CH3:2]. The catalyst class is: 3. (2) Reactant: F[C:2](F)(F)[C:3]([OH:5])=O.[NH2:8][CH:9]([C:11]1[N:22]([C@@H:23]2[CH2:28][O:27][C@@H:26]([CH2:29][C:30]#[N:31])[CH2:25][CH2:24]2)[C:14]2=[C:15]3[S:21][CH:20]=[CH:19][C:16]3=[N:17][CH:18]=[C:13]2[N:12]=1)[CH3:10].C(N(CC)CC)C.C(Cl)(=O)C. Product: [C:30]([CH2:29][C@@H:26]1[O:27][CH2:28][C@@H:23]([N:22]2[C:14]3=[C:15]4[S:21][CH:20]=[CH:19][C:16]4=[N:17][CH:18]=[C:13]3[N:12]=[C:11]2[CH:9]([NH:8][C:3](=[O:5])[CH3:2])[CH3:10])[CH2:24][CH2:25]1)#[N:31]. The catalyst class is: 2. (3) Reactant: CCN(C(C)C)C(C)C.[CH3:10][O:11][C:12]1[CH:13]=[CH:14][CH:15]=[C:16]2[C:21]=1[O:20][C:19](=[O:22])[C:18]([C:23]([OH:25])=O)=[CH:17]2.CN(C(ON1N=NC2C=CC=NC1=2)=[N+](C)C)C.F[P-](F)(F)(F)(F)F.[CH2:50]([O:52][C:53]1[CH:58]=[CH:57][C:56]([C:59]2[CH:64]=[CH:63][CH:62]=[C:61]([NH2:65])[CH:60]=2)=[CH:55][CH:54]=1)[CH3:51]. Product: [CH2:50]([O:52][C:53]1[CH:54]=[CH:55][C:56]([C:59]2[CH:64]=[CH:63][CH:62]=[C:61]([NH:65][C:23]([C:18]3[C:19](=[O:22])[O:20][C:21]4[C:16]([CH:17]=3)=[CH:15][CH:14]=[CH:13][C:12]=4[O:11][CH3:10])=[O:25])[CH:60]=2)=[CH:57][CH:58]=1)[CH3:51]. The catalyst class is: 3. (4) Product: [N:1]1[CH:6]=[CH:5][C:4]([CH2:7][CH2:8][CH:9]=[O:10])=[CH:3][CH:2]=1. Reactant: [N:1]1[CH:6]=[CH:5][C:4]([CH2:7][CH2:8][CH2:9][OH:10])=[CH:3][CH:2]=1.CC(OI1(OC(C)=O)(OC(C)=O)OC(=O)C2C=CC=CC1=2)=O. The catalyst class is: 4.